Dataset: Full USPTO retrosynthesis dataset with 1.9M reactions from patents (1976-2016). Task: Predict the reactants needed to synthesize the given product. (1) The reactants are: [O:1]1[C@H:5]2[O:6][CH2:7][CH2:8][C@H:4]2[C@@H:3]([OH:9])[CH2:2]1.C(N(CC)CC)C.[C:17](=O)([O:26]N1C(=O)CCC1=O)[O:18][N:19]1[C:23](=[O:24])[CH2:22][CH2:21][C:20]1=[O:25]. Given the product [O:1]1[C@H:5]2[O:6][CH2:7][CH2:8][C@H:4]2[C@@H:3]([O:9][C:17]([O:18][N:19]2[C:23](=[O:24])[CH2:22][CH2:21][C:20]2=[O:25])=[O:26])[CH2:2]1, predict the reactants needed to synthesize it. (2) Given the product [Cl:1][C:2]1[CH:7]=[C:6]([NH:8][C:9]2[CH:14]=[CH:13][C:12]([F:15])=[CH:11][C:10]=2[F:16])[CH:5]=[CH:4][C:3]=1[C:17]([C:19]1[CH:24]=[C:23]([C:33]2[CH:32]=[CH:31][CH:30]=[C:29]([CH2:28][OH:27])[CH:34]=2)[CH:22]=[CH:21][C:20]=1[CH3:26])=[O:18], predict the reactants needed to synthesize it. The reactants are: [Cl:1][C:2]1[CH:7]=[C:6]([NH:8][C:9]2[CH:14]=[CH:13][C:12]([F:15])=[CH:11][C:10]=2[F:16])[CH:5]=[CH:4][C:3]=1[C:17]([C:19]1[CH:24]=[C:23](I)[CH:22]=[CH:21][C:20]=1[CH3:26])=[O:18].[OH:27][CH2:28][C:29]1[CH:30]=[C:31](B(O)O)[CH:32]=[CH:33][CH:34]=1.C([O-])(O)=O.[Na+].O. (3) Given the product [F:18][C:15]1[CH:14]=[CH:13][C:12]([C:9]2[N:8]=[CH:7][C:6]([OH:5])=[CH:11][N:10]=2)=[CH:17][CH:16]=1, predict the reactants needed to synthesize it. The reactants are: C(OC[O:5][C:6]1[CH:7]=[N:8][C:9]([C:12]2[CH:17]=[CH:16][C:15]([F:18])=[CH:14][CH:13]=2)=[N:10][CH:11]=1)C.Cl. (4) Given the product [CH:3]12[CH2:9][CH:7]3[CH2:6][CH:5]([CH2:10][CH:1]([CH2:8]3)[CH:2]1[CH2:11][CH2:12][O:13][C:14]1[CH:15]=[C:16]([CH2:20][CH2:21][NH2:22])[CH:17]=[CH:18][CH:19]=1)[CH2:4]2, predict the reactants needed to synthesize it. The reactants are: [CH:1]12[CH2:10][CH:5]3[CH2:6][CH:7]([CH2:9][CH:3]([CH2:4]3)[CH:2]1[CH2:11][CH2:12][O:13][C:14]1[CH:15]=[C:16]([CH2:20][CH2:21][NH:22]C(=O)OC(C)(C)C)[CH:17]=[CH:18][CH:19]=1)[CH2:8]2.Cl. (5) Given the product [F:1][C:2]1[CH:3]=[CH:4][C:5]([C:8]2[N:9]=[N:10][N:11]3[CH:16]=[C:15]4[C:17]5([CH2:27][C:28]6[CH:33]=[CH:32][CH:31]=[CH:30][N:29]=6)[CH2:25][CH2:24][C:23]([C:38]([F:41])([F:40])[F:39])([OH:26])[CH2:22][CH:18]5[CH2:19][CH2:20][CH2:21][C:14]4=[CH:13][C:12]=23)=[CH:6][CH:7]=1, predict the reactants needed to synthesize it. The reactants are: [F:1][C:2]1[CH:7]=[CH:6][C:5]([C:8]2[N:9]=[N:10][N:11]3[CH:16]=[C:15]4[C:17]5([CH2:27][C:28]6[CH:33]=[CH:32][CH:31]=[CH:30][N:29]=6)[CH2:25][CH2:24][C:23](=[O:26])[CH2:22][CH:18]5[CH2:19][CH2:20][CH2:21][C:14]4=[CH:13][C:12]=23)=[CH:4][CH:3]=1.[F-].[Cs+].C[Si](C)(C)[C:38]([F:41])([F:40])[F:39].CCCC[N+](CCCC)(CCCC)CCCC.[F-]. (6) Given the product [C:10]([OH:12])(=[O:11])[CH3:9].[NH2:2][CH2:3][C:4]1[CH:15]=[CH:14][C:7]([O:8][CH2:9][C:10]([O:12][CH3:13])=[O:11])=[CH:6][CH:5]=1, predict the reactants needed to synthesize it. The reactants are: O[N:2]=[CH:3][C:4]1[CH:15]=[CH:14][C:7]([O:8][CH2:9][C:10]([O:12][CH3:13])=[O:11])=[CH:6][CH:5]=1.C(O)(=O)C.N#N. (7) Given the product [Si:10]([O:9][CH2:8][C:4]1[N:3]=[C:2]([C:24]2[CH:25]=[CH:26][C:21]([C:19]([N:18]([CH3:30])[CH3:17])=[O:20])=[CH:22][CH:23]=2)[CH:7]=[CH:6][CH:5]=1)([C:13]([CH3:16])([CH3:15])[CH3:14])([CH3:12])[CH3:11], predict the reactants needed to synthesize it. The reactants are: Br[C:2]1[CH:7]=[CH:6][CH:5]=[C:4]([CH2:8][O:9][Si:10]([C:13]([CH3:16])([CH3:15])[CH3:14])([CH3:12])[CH3:11])[N:3]=1.[CH3:17][N:18]([CH3:30])[C:19]([C:21]1[CH:26]=[CH:25][C:24](B(O)O)=[CH:23][CH:22]=1)=[O:20].C(Cl)Cl.C(=O)([O-])[O-].[Na+].[Na+].